Dataset: HIV replication inhibition screening data with 41,000+ compounds from the AIDS Antiviral Screen. Task: Binary Classification. Given a drug SMILES string, predict its activity (active/inactive) in a high-throughput screening assay against a specified biological target. The drug is Cc1nn(C)pc1P(C)(=S)n1nc(N(C)C)np1. The result is 0 (inactive).